This data is from Forward reaction prediction with 1.9M reactions from USPTO patents (1976-2016). The task is: Predict the product of the given reaction. Given the reactants C[O:2][C:3]1[CH:4]=[C:5]([CH2:9][C:10]#[N:11])[CH:6]=[CH:7][CH:8]=1.B(Br)(Br)Br.O, predict the reaction product. The product is: [OH:2][C:3]1[CH:4]=[C:5]([CH2:9][C:10]#[N:11])[CH:6]=[CH:7][CH:8]=1.